This data is from Forward reaction prediction with 1.9M reactions from USPTO patents (1976-2016). The task is: Predict the product of the given reaction. (1) The product is: [CH2:1]([C:3]1[CH2:4][C@H:5]2[C@@H:8]([CH:9]=1)[C:7](=[C:12]([C:11]([O:18][CH3:19])=[O:17])[C:13]([O:15][CH3:16])=[O:14])[CH2:6]2)[CH3:2]. Given the reactants [CH2:1]([C:3]1[CH2:4][C@H:5]2[C@@H:8]([CH:9]=1)[C:7](=O)[CH2:6]2)[CH3:2].[C:11]([O:18][CH3:19])(=[O:17])[CH2:12][C:13]([O:15][CH3:16])=[O:14].N1C=CC=CC=1, predict the reaction product. (2) Given the reactants [Cl:1][C:2]1[CH:3]=[C:4]([C:8]2[CH:13]=[CH:12][C:11]([CH2:14][C@H:15]([NH:21]C(=O)OC(C)(C)C)[C:16]3[NH:20][N:19]=[N:18][N:17]=3)=[CH:10][CH:9]=2)[CH:5]=[CH:6][CH:7]=1.C(O)(C(F)(F)F)=O, predict the reaction product. The product is: [Cl:1][C:2]1[CH:3]=[C:4]([C:8]2[CH:9]=[CH:10][C:11]([CH2:14][C@@H:15]([C:16]3[NH:20][N:19]=[N:18][N:17]=3)[NH2:21])=[CH:12][CH:13]=2)[CH:5]=[CH:6][CH:7]=1. (3) Given the reactants O=P(Cl)(Cl)Cl.[F:6][C:7]1[CH:8]=[C:9]([N:13]2[CH2:17][CH:16]([C:18]3[CH:23]=[CH:22][CH:21]=[CH:20][CH:19]=3)[CH:15]=[N:14]2)[CH:10]=[CH:11][CH:12]=1.CN([CH:27]=[O:28])C, predict the reaction product. The product is: [F:6][C:7]1[CH:8]=[C:9]([N:13]2[CH2:17][CH:16]([C:18]3[CH:19]=[CH:20][CH:21]=[CH:22][CH:23]=3)[C:15]([CH:27]=[O:28])=[N:14]2)[CH:10]=[CH:11][CH:12]=1. (4) Given the reactants [Cl:1][C:2]1[CH:3]=[C:4]([C:8]#[C:9][C:10]2[N:11]=[C:12]([CH3:15])[NH:13][CH:14]=2)[CH:5]=[CH:6][CH:7]=1.Cl[C:17]1[N:22]=[CH:21][C:20]([F:23])=[CH:19][N:18]=1, predict the reaction product. The product is: [Cl:1][C:2]1[CH:3]=[C:4]([C:8]#[C:9][C:10]2[N:11]=[C:12]([CH3:15])[N:13]([C:17]3[N:22]=[CH:21][C:20]([F:23])=[CH:19][N:18]=3)[CH:14]=2)[CH:5]=[CH:6][CH:7]=1. (5) Given the reactants [CH:1]1([C:7]2[C:8]3[CH:9]=[CH:10][C:11]([C:30](=[O:38])[NH:31][S:32]([N:35]([CH3:37])[CH3:36])(=[O:34])=[O:33])=[CH:12][C:13]=3[N:14]3[CH2:20][C:19]([C:21](O)=[O:22])=[CH:18][C:17]4[CH:24]=[C:25]([O:28][CH3:29])[CH:26]=[CH:27][C:16]=4[C:15]=23)[CH2:6][CH2:5][CH2:4][CH2:3][CH2:2]1.[CH2:39]([N:46]1[CH2:51][C@H:50]([CH3:52])[NH:49][C@H:48]([CH3:53])[CH2:47]1)[C:40]1[CH:45]=[CH:44][CH:43]=[CH:42][CH:41]=1.C(N(C(C)C)CC)(C)C.CN(C(ON1N=NC2C=CC=NC1=2)=[N+](C)C)C.F[P-](F)(F)(F)(F)F, predict the reaction product. The product is: [CH2:39]([N:46]1[CH2:47][C@H:48]([CH3:53])[N:49]([C:21]([C:19]2[CH2:20][N:14]3[C:13]4[CH:12]=[C:11]([C:30]([NH:31][S:32]([N:35]([CH3:37])[CH3:36])(=[O:34])=[O:33])=[O:38])[CH:10]=[CH:9][C:8]=4[C:7]([CH:1]4[CH2:6][CH2:5][CH2:4][CH2:3][CH2:2]4)=[C:15]3[C:16]3[CH:27]=[CH:26][C:25]([O:28][CH3:29])=[CH:24][C:17]=3[CH:18]=2)=[O:22])[C@H:50]([CH3:52])[CH2:51]1)[C:40]1[CH:41]=[CH:42][CH:43]=[CH:44][CH:45]=1. (6) Given the reactants Cl.[CH2:2]1[C:11]2[C:6](=[CH:7][C:8]([C:12]([O:14][CH3:15])=[O:13])=[CH:9][CH:10]=2)[CH2:5][CH2:4][NH:3]1.Br[C:17]1[CH:22]=[CH:21][CH:20]=[CH:19][CH:18]=1.C(=O)([O-])[O-].[Cs+].[Cs+], predict the reaction product. The product is: [C:17]1([N:3]2[CH2:4][CH2:5][C:6]3[C:11](=[CH:10][CH:9]=[C:8]([C:12]([O:14][CH3:15])=[O:13])[CH:7]=3)[CH2:2]2)[CH:22]=[CH:21][CH:20]=[CH:19][CH:18]=1.